Dataset: Forward reaction prediction with 1.9M reactions from USPTO patents (1976-2016). Task: Predict the product of the given reaction. (1) The product is: [CH2:9]([NH:16][C:18]1[CH:19]=[C:20]([CH3:25])[CH:21]=[C:22]([CH3:24])[CH:23]=1)[C:10]1[CH:15]=[CH:14][CH:13]=[CH:12][CH:11]=1. Given the reactants [O-]P([O-])([O-])=O.[K+].[K+].[K+].[CH2:9]([NH2:16])[C:10]1[CH:15]=[CH:14][CH:13]=[CH:12][CH:11]=1.I[C:18]1[CH:19]=[C:20]([CH3:25])[CH:21]=[C:22]([CH3:24])[CH:23]=1.C(O)CO, predict the reaction product. (2) Given the reactants [C@@H:1]12[CH2:6][C@@H:5]1[CH2:4][CH2:3][C:2]2=O.CC(C)([O-])C.[K+].[C:14](OCC)(=O)[C:15]([O:17][CH2:18][CH3:19])=[O:16].[NH2:24][NH2:25].Cl, predict the reaction product. The product is: [CH2:6]1[C@@H:5]2[CH2:4][C:3]3[C:14]([C:15]([O:17][CH2:18][CH3:19])=[O:16])=[N:24][NH:25][C:2]=3[C@H:1]12. (3) Given the reactants [CH3:1][N:2]1[CH2:7][CH2:6][N:5]([CH2:8][C:9]2[CH:14]=[CH:13][C:12]([N+:15]([O-])=O)=[CH:11][C:10]=2[C:18]([F:21])([F:20])[F:19])[CH2:4][CH2:3]1, predict the reaction product. The product is: [CH3:1][N:2]1[CH2:7][CH2:6][N:5]([CH2:8][C:9]2[CH:14]=[CH:13][C:12]([NH2:15])=[CH:11][C:10]=2[C:18]([F:21])([F:19])[F:20])[CH2:4][CH2:3]1. (4) Given the reactants Br[C:2]1[C:3]([NH2:18])=[N:4][C:5]([N:13]2[CH:17]=[CH:16][CH:15]=[N:14]2)=[N:6][C:7]=1[N:8]1[CH:12]=[CH:11][CH:10]=[N:9]1.[C-:19]#[N:20].C(OCC)(=O)C, predict the reaction product. The product is: [NH2:18][C:3]1[C:2]([C:19]#[N:20])=[C:7]([N:8]2[CH:12]=[CH:11][CH:10]=[N:9]2)[N:6]=[C:5]([N:13]2[CH:17]=[CH:16][CH:15]=[N:14]2)[N:4]=1. (5) Given the reactants [Cl:1][C:2]1[CH:3]=[N:4][C:5]2[N:6]([N:8]=[C:9]([C:11]([OH:13])=O)[CH:10]=2)[CH:7]=1.[Br:14][C:15]1[N:23]2[C:18]([N:19]([CH3:24])[NH:20][CH2:21][CH2:22]2)=[N:17][C:16]=1[Br:25], predict the reaction product. The product is: [Cl:1][C:2]1[CH:3]=[N:4][C:5]2[N:6]([N:8]=[C:9]([C:11]([N:20]3[CH2:21][CH2:22][N:23]4[C:15]([Br:14])=[C:16]([Br:25])[N:17]=[C:18]4[N:19]3[CH3:24])=[O:13])[CH:10]=2)[CH:7]=1. (6) Given the reactants [Br:1][C:2]1[CH:3]=[C:4]([OH:8])[CH:5]=[N:6][CH:7]=1.[C:9]1(P([C:9]2[CH:14]=[CH:13][CH:12]=[CH:11][CH:10]=2)[C:9]2[CH:14]=[CH:13][CH:12]=[CH:11][CH:10]=2)[CH:14]=[CH:13][CH:12]=[CH:11][CH:10]=1.C1(O)CCCCC1, predict the reaction product. The product is: [Br:1][C:2]1[CH:7]=[N:6][CH:5]=[C:4]([O:8][CH:9]2[CH2:14][CH2:13][CH2:12][CH2:11][CH2:10]2)[CH:3]=1. (7) Given the reactants [Cl:1][C:2]1[CH:3]=[C:4]([NH:9][C:10]2[N:14]=[C:13]([NH2:15])[NH:12][N:11]=2)[CH:5]=[C:6]([Cl:8])[CH:7]=1.[Cl:16][C:17]1[CH:18]=[CH:19][C:20]([C:25]([F:28])([F:27])[F:26])=[C:21]([CH:24]=1)[CH:22]=O.[BH4-].[Na+], predict the reaction product. The product is: [Cl:16][C:17]1[CH:18]=[CH:19][C:20]([C:25]([F:26])([F:27])[F:28])=[C:21]([CH:24]=1)[CH2:22][NH:15][C:13]1[NH:12][N:11]=[C:10]([NH:9][C:4]2[CH:5]=[C:6]([Cl:8])[CH:7]=[C:2]([Cl:1])[CH:3]=2)[N:14]=1. (8) Given the reactants [Cl:1][C:2]1[N:7]=[C:6]([CH2:8][OH:9])[CH:5]=[CH:4][C:3]=1[C:10]1[CH:15]=[C:14]([O:16][CH3:17])[CH:13]=[CH:12][C:11]=1[F:18].[C:19]([Si:23](Cl)([C:30]1[CH:35]=[CH:34][CH:33]=[CH:32][CH:31]=1)[C:24]1[CH:29]=[CH:28][CH:27]=[CH:26][CH:25]=1)([CH3:22])([CH3:21])[CH3:20].N1C=CN=C1.O, predict the reaction product. The product is: [Si:23]([O:9][CH2:8][C:6]1[N:7]=[C:2]([Cl:1])[C:3]([C:10]2[CH:15]=[C:14]([O:16][CH3:17])[CH:13]=[CH:12][C:11]=2[F:18])=[CH:4][CH:5]=1)([C:19]([CH3:22])([CH3:21])[CH3:20])([C:30]1[CH:31]=[CH:32][CH:33]=[CH:34][CH:35]=1)[C:24]1[CH:29]=[CH:28][CH:27]=[CH:26][CH:25]=1.